This data is from Full USPTO retrosynthesis dataset with 1.9M reactions from patents (1976-2016). The task is: Predict the reactants needed to synthesize the given product. (1) The reactants are: [CH:1]([C:3]1[CH:4]=[C:5]([N:9]2[C:13]([NH:14][C:15]([NH:17][C:18]3[C:27]4[C:22](=[CH:23][CH:24]=[CH:25][CH:26]=4)[CH:21]=[CH:20][CH:19]=3)=[O:16])=[CH:12][C:11]([CH:28]([CH3:30])[CH3:29])=[N:10]2)[CH:6]=[CH:7][CH:8]=1)=[O:2].C[Si](C)(C)[C:33]([F:36])([F:35])[F:34].CCCC[N+](CCCC)(CCCC)CCCC.[F-]. Given the product [CH:28]([C:11]1[CH:12]=[C:13]([NH:14][C:15]([NH:17][C:18]2[C:27]3[C:22](=[CH:23][CH:24]=[CH:25][CH:26]=3)[CH:21]=[CH:20][CH:19]=2)=[O:16])[N:9]([C:5]2[CH:6]=[CH:7][CH:8]=[C:3]([CH:1]([OH:2])[C:33]([F:36])([F:35])[F:34])[CH:4]=2)[N:10]=1)([CH3:30])[CH3:29], predict the reactants needed to synthesize it. (2) Given the product [CH2:1]([O:3][C:4](=[O:12])[C:5]1[CH:10]=[CH:9][CH:8]=[N:7][C:6]=1[NH:16][CH2:15][C:14]([F:18])([F:17])[F:13])[CH3:2], predict the reactants needed to synthesize it. The reactants are: [CH2:1]([O:3][C:4](=[O:12])[C:5]1[CH:10]=[CH:9][CH:8]=[N:7][C:6]=1Cl)[CH3:2].[F:13][C:14]([F:18])([F:17])[CH2:15][NH2:16].